This data is from Catalyst prediction with 721,799 reactions and 888 catalyst types from USPTO. The task is: Predict which catalyst facilitates the given reaction. Reactant: [Cl:1][C:2]1[S:3][C:4]2[C:10]([O:11][S:12]([C:15]([F:18])([F:17])[F:16])(=[O:14])=[O:13])=[C:9]([C:19](=[O:25])[C:20]([O:22][CH2:23][CH3:24])=[O:21])[C:8]([CH3:26])=[CH:7][C:5]=2[N:6]=1.B1(C)OC(C2C=CC=CC=2)(C2C=CC=CC=2)[C@@H]2N1CCC2.[B]1OC2C(=CC=CC=2)O1.BrC1SC2C(OS(C(F)(F)F)(=O)=O)=C([C@H](O)C(OCC)=O)C(C)=CC=2N=1. Product: [Cl:1][C:2]1[S:3][C:4]2[C:10]([O:11][S:12]([C:15]([F:18])([F:16])[F:17])(=[O:14])=[O:13])=[C:9]([C@H:19]([OH:25])[C:20]([O:22][CH2:23][CH3:24])=[O:21])[C:8]([CH3:26])=[CH:7][C:5]=2[N:6]=1. The catalyst class is: 11.